Predict the reaction yield, written as a fraction of the theoretical maximum amount of product (1.0 means a 100% yield; for example, 0.34 means a 34% yield). From a dataset of Reaction yield outcomes from USPTO patents with 853,638 reactions. (1) The reactants are [CH:1]([NH2:4])([CH3:3])[CH3:2].[Cl:5][C:6]1[CH:33]=[CH:32][C:31]([N:34]2[CH:38]=[CH:37][CH:36]=[CH:35]2)=[CH:30][C:7]=1[C:8]([NH:10][C:11](=[O:29])[NH:12][C:13]1[S:14][C:15]2[CH:21]=[C:20]([S:22]([CH2:25][CH2:26][CH2:27]I)(=[O:24])=[O:23])[CH:19]=[CH:18][C:16]=2[N:17]=1)=[O:9]. The catalyst is C1COCC1. The product is [Cl:5][C:6]1[CH:33]=[CH:32][C:31]([N:34]2[CH:38]=[CH:37][CH:36]=[CH:35]2)=[CH:30][C:7]=1[C:8]([NH:10][C:11](=[O:29])[NH:12][C:13]1[S:14][C:15]2[CH:21]=[C:20]([S:22]([CH2:25][CH2:26][CH2:27][NH:4][CH:1]([CH3:3])[CH3:2])(=[O:24])=[O:23])[CH:19]=[CH:18][C:16]=2[N:17]=1)=[O:9]. The yield is 0.450. (2) The reactants are C([N:8]([S:16]([CH2:19][CH2:20][CH2:21][N:22]([CH3:27])[CH2:23][CH2:24][NH:25][CH3:26])(=[O:18])=[O:17])[C:9](=[O:15])[O:10][C:11]([CH3:14])([CH3:13])[CH3:12])C1C=CC=CC=1. The catalyst is [OH-].[OH-].[Pd+2].CCO. The product is [C:11]([O:10][C:9](=[O:15])[NH:8][S:16]([CH2:19][CH2:20][CH2:21][N:22]([CH3:27])[CH2:23][CH2:24][NH:25][CH3:26])(=[O:17])=[O:18])([CH3:14])([CH3:13])[CH3:12]. The yield is 0.980. (3) The reactants are [C:1]([N:4]1[C:13]2[C:8](=[CH:9][C:10]([C:14]([O:16]CC)=[O:15])=[CH:11][CH:12]=2)[C@H:7]([NH:19][C:20]2[N:25]=[C:24]([CH3:26])[CH:23]=[CH:22][N:21]=2)[C@@H:6]([CH3:27])[C@@H:5]1[CH2:28][CH3:29])(=[O:3])[CH3:2].[OH-].[Li+].Cl.CO.C(Cl)Cl. The catalyst is C1COCC1.O. The product is [C:1]([N:4]1[C:13]2[C:8](=[CH:9][C:10]([C:14]([OH:16])=[O:15])=[CH:11][CH:12]=2)[C@H:7]([NH:19][C:20]2[N:25]=[C:24]([CH3:26])[CH:23]=[CH:22][N:21]=2)[C@@H:6]([CH3:27])[C@@H:5]1[CH2:28][CH3:29])(=[O:3])[CH3:2]. The yield is 0.920. (4) The reactants are [CH3:1][N:2]1[CH2:7][CH2:6][N:5]([C:8]2[CH:13]=[CH:12][C:11]([CH2:14][C:15]#[CH:16])=[CH:10][CH:9]=2)[CH2:4][CH2:3]1.Br[C:18]1[C:19]([NH:26][CH2:27][C:28]([CH3:31])([CH3:30])[CH3:29])=[N:20][C:21]([C:24]#[N:25])=[N:22][CH:23]=1.C(N(CC)CC)C.[Cl-].[NH4+]. The catalyst is C1COCC1.Cl[Pd](Cl)([P](C1C=CC=CC=1)(C1C=CC=CC=1)C1C=CC=CC=1)[P](C1C=CC=CC=1)(C1C=CC=CC=1)C1C=CC=CC=1.[Cu]I. The product is [CH3:29][C:28]([CH3:31])([CH3:30])[CH2:27][NH:26][C:19]1[C:18]([C:16]#[C:15][CH2:14][C:11]2[CH:12]=[CH:13][C:8]([N:5]3[CH2:6][CH2:7][N:2]([CH3:1])[CH2:3][CH2:4]3)=[CH:9][CH:10]=2)=[CH:23][N:22]=[C:21]([C:24]#[N:25])[N:20]=1. The yield is 0.250. (5) The reactants are O[C@@H]1CCN([C:24]([C:25]2[CH:30]=[CH:29][C:28](OC(F)(F)F)=[CH:27][CH:26]=2)=O)[C@H]1C(NO[CH2:24][C:25]1[CH:30]=[CH:29][CH:28]=[CH:27][CH:26]=1)=O.CCN=C=N[CH2:36][CH2:37][CH2:38]N(C)C.[CH:42]1[CH:43]=[CH:44][C:45]2N(O)N=N[C:46]=2[CH:47]=1.COC(=O)[CH:55]([NH:65][C:66](=[O:84])[C:67]1[CH:72]=[CH:71][C:70]([C:73]#[C:74]C#CC2C=CC(N)=CC=2)=[CH:69][CH:68]=1)[CH2:56][NH:57]C(OC(C)(C)C)=O.CCN(C(C)C)[CH:89]([CH3:91])[CH3:90]. The catalyst is CN(C=O)C.CCOC(C)=O. The product is [C:24]([CH:56]([NH2:57])[CH2:55][NH:65][C:66](=[O:84])[C:67]1[CH:68]=[CH:69][C:70]([C:73]#[CH:74])=[CH:71][CH:72]=1)([C:25]1[CH:26]=[CH:27][CH:28]=[CH:29][CH:30]=1)([C:36]1[CH:37]=[CH:38][CH:91]=[CH:89][CH:90]=1)[C:46]1[CH:45]=[CH:44][CH:43]=[CH:42][CH:47]=1. The yield is 0.970. (6) The reactants are [Br:1][C:2]1[CH:10]=[C:9]2[C:5]([CH2:6][CH2:7][C:8]2=[O:11])=[CH:4][CH:3]=1.[CH3:12][O:13][C:14](=[O:17])[CH:15]=[CH2:16]. The catalyst is O1CCOCC1.C1(C=CC(O)=CC=1)O. The product is [CH3:12][O:13][C:14](=[O:17])[CH2:15][CH2:16][C:7]1([CH2:16][CH2:15][C:14]([O:13][CH3:12])=[O:17])[CH2:6][C:5]2[C:9](=[CH:10][C:2]([Br:1])=[CH:3][CH:4]=2)[C:8]1=[O:11]. The yield is 0.840. (7) The reactants are [F:1][C:2]1[CH:7]=[CH:6][CH:5]=[C:4]([F:8])[CH:3]=1.[Br:9][CH2:10][C:11](Br)=[O:12].[Cl-].[Al+3].[Cl-].[Cl-].Cl. The catalyst is C(Cl)Cl. The product is [Br:9][CH2:10][C:11]([C:5]1[CH:6]=[CH:7][C:2]([F:1])=[CH:3][C:4]=1[F:8])=[O:12]. The yield is 0.910.